This data is from Full USPTO retrosynthesis dataset with 1.9M reactions from patents (1976-2016). The task is: Predict the reactants needed to synthesize the given product. (1) Given the product [C:1]([O:5][C:6](=[O:7])[NH:8][CH:9]([C:10](=[O:12])[NH:27][CH:21]1[CH2:26][CH2:25][CH2:24][CH2:23][CH2:22]1)[C:13]1[CH:18]=[C:17]([F:19])[CH:16]=[CH:15][C:14]=1[F:20])([CH3:2])([CH3:3])[CH3:4], predict the reactants needed to synthesize it. The reactants are: [C:1]([O:5][C:6]([NH:8][CH:9]([C:13]1[CH:18]=[C:17]([F:19])[CH:16]=[CH:15][C:14]=1[F:20])[C:10]([OH:12])=O)=[O:7])([CH3:4])([CH3:3])[CH3:2].[CH:21]1([NH2:27])[CH2:26][CH2:25][CH2:24][CH2:23][CH2:22]1. (2) Given the product [Br:41][CH2:42][CH2:43][O:38][C:35]1[CH:36]=[CH:37][C:32]([N:29]2[CH2:28][CH2:27][N:26]([C:23]3[CH:24]=[CH:25][C:20]4[N:21]([C:17]([C:16]([F:15])([F:39])[F:40])=[N:18][N:19]=4)[N:22]=3)[CH2:31][CH2:30]2)=[CH:33][CH:34]=1, predict the reactants needed to synthesize it. The reactants are: CC(OC(/N=N/C(OC(C)C)=O)=O)C.[F:15][C:16]([F:40])([F:39])[C:17]1[N:21]2[N:22]=[C:23]([N:26]3[CH2:31][CH2:30][N:29]([C:32]4[CH:37]=[CH:36][C:35]([OH:38])=[CH:34][CH:33]=4)[CH2:28][CH2:27]3)[CH:24]=[CH:25][C:20]2=[N:19][N:18]=1.[Br:41][CH2:42][CH2:43]O.C1(P(C2C=CC=CC=2)C2C=CC=CC=2)C=CC=CC=1.